From a dataset of Full USPTO retrosynthesis dataset with 1.9M reactions from patents (1976-2016). Predict the reactants needed to synthesize the given product. Given the product [C:25]([C@H:22]1[CH2:21][CH2:20][C@H:19]([O:18][C:13]2[CH:14]=[C:15]3[C:10](=[CH:11][CH:12]=2)[CH:9]=[C:8]([CH2:7][NH:6][CH2:5][C:4]([OH:29])=[O:3])[CH:17]=[CH:16]3)[CH2:24][CH2:23]1)([CH3:28])([CH3:26])[CH3:27], predict the reactants needed to synthesize it. The reactants are: C([O:3][C:4](=[O:29])[CH2:5][NH:6][CH2:7][C:8]1[CH:17]=[CH:16][C:15]2[C:10](=[CH:11][CH:12]=[C:13]([O:18][CH:19]3[CH2:24][CH2:23][CH:22]([C:25]([CH3:28])([CH3:27])[CH3:26])[CH2:21][CH2:20]3)[CH:14]=2)[CH:9]=1)C.[OH-].[Li+].Cl.